Dataset: Forward reaction prediction with 1.9M reactions from USPTO patents (1976-2016). Task: Predict the product of the given reaction. (1) Given the reactants C([O:8][C:9]1[CH:33]=[CH:32][C:31]([O:34][CH2:35][CH2:36][N:37]([CH2:40][CH3:41])[CH2:38][CH3:39])=[CH:30][C:10]=1[C:11]([NH:13][C:14]1[CH:23]=[C:22]([C:24]2[CH:29]=[CH:28][CH:27]=[CH:26][CH:25]=2)[CH:21]=[CH:20][C:15]=1[C:16]([O:18][CH3:19])=[O:17])=[O:12])C1C=CC=CC=1, predict the reaction product. The product is: [CH2:40]([N:37]([CH2:38][CH3:39])[CH2:36][CH2:35][O:34][C:31]1[CH:32]=[CH:33][C:9]([OH:8])=[C:10]([CH:30]=1)[C:11]([NH:13][C:14]1[CH:23]=[C:22]([C:24]2[CH:25]=[CH:26][CH:27]=[CH:28][CH:29]=2)[CH:21]=[CH:20][C:15]=1[C:16]([O:18][CH3:19])=[O:17])=[O:12])[CH3:41]. (2) Given the reactants [CH2:1]([C:9]1[CH:15]=[CH:14][C:12]([NH2:13])=[CH:11][CH:10]=1)[CH2:2][CH2:3][CH2:4][CH2:5][CH2:6][CH2:7][CH3:8].[CH2:16]([O:23][CH2:24][CH2:25][CH:26]([NH:30][C:31]([O:33][C:34]([CH3:37])([CH3:36])[CH3:35])=[O:32])[C:27](O)=[O:28])[C:17]1[CH:22]=[CH:21][CH:20]=[CH:19][CH:18]=1.Cl.CN(C)CCCN=C=NCC, predict the reaction product. The product is: [CH2:16]([O:23][CH2:24][CH2:25][CH:26]([NH:30][C:31](=[O:32])[O:33][C:34]([CH3:36])([CH3:35])[CH3:37])[C:27]([NH:13][C:12]1[CH:11]=[CH:10][C:9]([CH2:1][CH2:2][CH2:3][CH2:4][CH2:5][CH2:6][CH2:7][CH3:8])=[CH:15][CH:14]=1)=[O:28])[C:17]1[CH:18]=[CH:19][CH:20]=[CH:21][CH:22]=1.